From a dataset of Forward reaction prediction with 1.9M reactions from USPTO patents (1976-2016). Predict the product of the given reaction. Given the reactants CC([O-])(C)C.[K+].C([O:12][N:13]=O)CC(C)C.[CH2:15]1[CH2:25][C:23](=[O:24])[C:22]2[C:17](=[CH:18][CH:19]=[CH:20][CH:21]=2)[CH2:16]1.Cl, predict the reaction product. The product is: [C:23]1(=[O:24])[C:22]2[C:17](=[CH:18][CH:19]=[CH:20][CH:21]=2)[CH2:16][CH2:15][C:25]1=[N:13][OH:12].